From a dataset of Reaction yield outcomes from USPTO patents with 853,638 reactions. Predict the reaction yield, written as a fraction of the theoretical maximum amount of product (1.0 means a 100% yield; for example, 0.34 means a 34% yield). (1) The reactants are C[O:2][C:3](=[O:31])[CH2:4][C@H:5]1[CH2:10][CH2:9][C@H:8]([C:11]2[CH:16]=[CH:15][C:14]([N:17]3[CH:28]([CH3:29])[CH2:27][C:20]4[N:21]=[C:22]([CH3:26])[N:23]=[C:24]([NH2:25])[C:19]=4[C:18]3=[O:30])=[CH:13][CH:12]=2)[CH2:7][CH2:6]1.[OH-].[Na+]. The catalyst is CO. The product is [NH2:25][C:24]1[C:19]2[C:18](=[O:30])[N:17]([C:14]3[CH:15]=[CH:16][C:11]([C@H:8]4[CH2:7][CH2:6][C@H:5]([CH2:4][C:3]([OH:31])=[O:2])[CH2:10][CH2:9]4)=[CH:12][CH:13]=3)[CH:28]([CH3:29])[CH2:27][C:20]=2[N:21]=[C:22]([CH3:26])[N:23]=1. The yield is 0.200. (2) The reactants are C([O:3][C:4](=[O:41])[CH2:5][N:6]([S:29]([N:32]1[C:40]2[C:35](=[CH:36][CH:37]=[CH:38][CH:39]=2)[CH2:34][CH2:33]1)(=[O:31])=[O:30])[CH2:7][C:8]1[CH:13]=[CH:12][CH:11]=[C:10]([O:14][CH2:15][C:16]2[N:17]=[C:18]([C:22]3[CH:27]=[CH:26][C:25]([CH3:28])=[CH:24][CH:23]=3)[O:19][C:20]=2[CH3:21])[CH:9]=1)C.O.[OH-].[Li+]. No catalyst specified. The product is [N:32]1([S:29]([N:6]([CH2:5][C:4]([OH:41])=[O:3])[CH2:7][C:8]2[CH:13]=[CH:12][CH:11]=[C:10]([O:14][CH2:15][C:16]3[N:17]=[C:18]([C:22]4[CH:23]=[CH:24][C:25]([CH3:28])=[CH:26][CH:27]=4)[O:19][C:20]=3[CH3:21])[CH:9]=2)(=[O:30])=[O:31])[C:40]2[C:35](=[CH:36][CH:37]=[CH:38][CH:39]=2)[CH2:34][CH2:33]1. The yield is 0.990. (3) The reactants are ClN1C(=O)CCC1=O.[CH2:9]([OH:17])[CH2:10][CH2:11][CH2:12][CH2:13][CH2:14][CH2:15][CH3:16].CCN(CC)CC. The yield is 0.880. The catalyst is C1(C)C=CC=CC=1. The product is [CH:9](=[O:17])[CH2:10][CH2:11][CH2:12][CH2:13][CH2:14][CH2:15][CH3:16].